The task is: Predict the reactants needed to synthesize the given product.. This data is from Full USPTO retrosynthesis dataset with 1.9M reactions from patents (1976-2016). (1) Given the product [CH2:1]([O:3][C:4]([C:6]1[C:12]2[NH:13][C:14]3[CH:15]=[C:16]([O:20][CH2:41][CH2:42][N:43]4[CH2:48][CH2:47][O:46][CH2:45][CH2:44]4)[CH:17]=[CH:18][C:19]=3[C:11]=2[C:10]([CH3:22])([CH3:21])[CH2:9][N:8]([C:23](=[O:31])[C:24]2[CH:29]=[CH:28][C:27]([F:30])=[CH:26][CH:25]=2)[CH:7]=1)=[O:5])[CH3:2], predict the reactants needed to synthesize it. The reactants are: [CH2:1]([O:3][C:4]([C:6]1[C:12]2[NH:13][C:14]3[CH:15]=[C:16]([OH:20])[CH:17]=[CH:18][C:19]=3[C:11]=2[C:10]([CH3:22])([CH3:21])[CH2:9][N:8]([C:23](=[O:31])[C:24]2[CH:29]=[CH:28][C:27]([F:30])=[CH:26][CH:25]=2)[CH:7]=1)=[O:5])[CH3:2].[I-].[Na+].C(=O)([O-])[O-].[K+].[K+].Cl[CH2:41][CH2:42][N:43]1[CH2:48][CH2:47][O:46][CH2:45][CH2:44]1. (2) Given the product [Br:1][C:2]1[C:3](=[O:27])[N:4]([C:19]2[C:24]([F:25])=[CH:23][CH:22]=[CH:21][C:20]=2[F:26])[C:5]([CH3:18])=[C:6]([I:28])[C:7]=1[O:8][CH2:9][C:10]1[CH:15]=[CH:14][C:13]([F:16])=[CH:12][C:11]=1[F:17], predict the reactants needed to synthesize it. The reactants are: [Br:1][C:2]1[C:3](=[O:27])[N:4]([C:19]2[C:24]([F:25])=[CH:23][CH:22]=[CH:21][C:20]=2[F:26])[C:5]([CH3:18])=[CH:6][C:7]=1[O:8][CH2:9][C:10]1[CH:15]=[CH:14][C:13]([F:16])=[CH:12][C:11]=1[F:17].[I:28]N1C(=O)CCC1=O.ClC(Cl)C(O)=O.